Dataset: NCI-60 drug combinations with 297,098 pairs across 59 cell lines. Task: Regression. Given two drug SMILES strings and cell line genomic features, predict the synergy score measuring deviation from expected non-interaction effect. (1) Drug 1: CC1C(C(=O)NC(C(=O)N2CCCC2C(=O)N(CC(=O)N(C(C(=O)O1)C(C)C)C)C)C(C)C)NC(=O)C3=C4C(=C(C=C3)C)OC5=C(C(=O)C(=C(C5=N4)C(=O)NC6C(OC(=O)C(N(C(=O)CN(C(=O)C7CCCN7C(=O)C(NC6=O)C(C)C)C)C)C(C)C)C)N)C. Drug 2: N.N.Cl[Pt+2]Cl. Cell line: MDA-MB-231. Synergy scores: CSS=84.9, Synergy_ZIP=-1.64, Synergy_Bliss=-2.60, Synergy_Loewe=-21.8, Synergy_HSA=1.25. (2) Drug 1: C1C(C(OC1N2C=C(C(=O)NC2=O)F)CO)O. Drug 2: CCC1=C2CN3C(=CC4=C(C3=O)COC(=O)C4(CC)O)C2=NC5=C1C=C(C=C5)O. Cell line: NCI-H522. Synergy scores: CSS=15.8, Synergy_ZIP=-8.65, Synergy_Bliss=-0.956, Synergy_Loewe=-14.2, Synergy_HSA=-4.15. (3) Drug 1: CCCS(=O)(=O)NC1=C(C(=C(C=C1)F)C(=O)C2=CNC3=C2C=C(C=N3)C4=CC=C(C=C4)Cl)F. Drug 2: C1C(C(OC1N2C=NC3=C2NC=NCC3O)CO)O. Cell line: HOP-62. Synergy scores: CSS=5.37, Synergy_ZIP=-0.714, Synergy_Bliss=4.28, Synergy_Loewe=3.51, Synergy_HSA=3.13. (4) Drug 1: CCN(CC)CCNC(=O)C1=C(NC(=C1C)C=C2C3=C(C=CC(=C3)F)NC2=O)C. Drug 2: C1=CN(C=N1)CC(O)(P(=O)(O)O)P(=O)(O)O. Cell line: RXF 393. Synergy scores: CSS=6.11, Synergy_ZIP=-2.20, Synergy_Bliss=-3.16, Synergy_Loewe=1.61, Synergy_HSA=-0.571.